From a dataset of Peptide-MHC class I binding affinity with 185,985 pairs from IEDB/IMGT. Regression. Given a peptide amino acid sequence and an MHC pseudo amino acid sequence, predict their binding affinity value. This is MHC class I binding data. (1) The peptide sequence is LTPKWNNETWQ. The MHC is Mamu-A02 with pseudo-sequence Mamu-A02. The binding affinity (normalized) is 0. (2) The peptide sequence is SQYDPKELL. The MHC is HLA-A11:01 with pseudo-sequence HLA-A11:01. The binding affinity (normalized) is 0.213. (3) The peptide sequence is LPGPQVTAVLLHEES. The MHC is HLA-A11:01 with pseudo-sequence HLA-A11:01. The binding affinity (normalized) is 0.00596. (4) The MHC is HLA-A30:02 with pseudo-sequence HLA-A30:02. The binding affinity (normalized) is 0.0490. The peptide sequence is RPSTKNFFEL.